Dataset: Reaction yield outcomes from USPTO patents with 853,638 reactions. Task: Predict the reaction yield, written as a fraction of the theoretical maximum amount of product (1.0 means a 100% yield; for example, 0.34 means a 34% yield). The reactants are [Cl-].O[NH3+:3].[C:4](=[O:7])([O-])[OH:5].[Na+].CS(C)=O.[CH2:13]([O:15][C:16]1[CH:21]=[CH:20][C:19]([N:22]2[C:27](=[O:28])[C:26]([CH2:29][C:30]3[CH:35]=[CH:34][C:33]([C:36]4[C:37]([C:42]#[N:43])=[CH:38][CH:39]=[CH:40][CH:41]=4)=[CH:32][CH:31]=3)=[C:25]([CH2:44][CH2:45][CH3:46])[N:24]=[C:23]2[CH3:47])=[CH:18][C:17]=1[F:48])[CH3:14]. The catalyst is O.C(OCC)(=O)C. The product is [CH2:13]([O:15][C:16]1[CH:21]=[CH:20][C:19]([N:22]2[C:27](=[O:28])[C:26]([CH2:29][C:30]3[CH:35]=[CH:34][C:33]([C:36]4[CH:41]=[CH:40][CH:39]=[CH:38][C:37]=4[C:42]4[NH:3][C:4](=[O:7])[O:5][N:43]=4)=[CH:32][CH:31]=3)=[C:25]([CH2:44][CH2:45][CH3:46])[N:24]=[C:23]2[CH3:47])=[CH:18][C:17]=1[F:48])[CH3:14]. The yield is 0.700.